The task is: Predict the product of the given reaction.. This data is from Forward reaction prediction with 1.9M reactions from USPTO patents (1976-2016). (1) The product is: [CH3:34][C:25]1[CH:30]=[CH:29][C:28]([C:31]([NH:1][C:2]2[C:15]3[C:14](=[O:16])[C:13]4[C:8](=[CH:9][CH:10]=[CH:11][CH:12]=4)[C:7](=[O:17])[C:6]=3[CH:5]=[CH:4][C:3]=2[NH:18][C:45](=[O:41])[C:44]2[CH:20]=[CH:21][C:22]([CH3:23])=[CH:42][CH:43]=2)=[O:32])=[CH:27][CH:26]=1. Given the reactants [NH2:1][C:2]1[C:15]2[C:14](=[O:16])[C:13]3[C:8](=[CH:9][CH:10]=[CH:11][CH:12]=3)[C:7](=[O:17])[C:6]=2[CH:5]=[CH:4][C:3]=1[NH2:18].N1C=[CH:23][CH:22]=[CH:21][CH:20]=1.[C:25]1([CH3:34])[CH:30]=[CH:29][C:28]([C:31](Cl)=[O:32])=[CH:27][CH:26]=1.C(OCC)(=O)C.[O:41]1[CH2:45][CH2:44][CH2:43][CH2:42]1, predict the reaction product. (2) Given the reactants Br[C:2]1[N:7]=[C:6]([C:8]([OH:10])=[O:9])[CH:5]=[CH:4][C:3]=1[F:11].[F:12][C:13]1[CH:18]=[CH:17][CH:16]=[CH:15][C:14]=1B(O)O, predict the reaction product. The product is: [F:11][C:3]1[CH:4]=[CH:5][C:6]([C:8]([OH:10])=[O:9])=[N:7][C:2]=1[C:14]1[CH:15]=[CH:16][CH:17]=[CH:18][C:13]=1[F:12]. (3) Given the reactants [CH3:1][N:2]1[CH:6]=[CH:5][C:4]([NH:7][C:8]([C:10]2[CH:21]=[C:20]([O:22]CC3C=CC=CC=3)[C:13]3[CH2:14][CH:15]([CH2:17][O:18][CH3:19])[O:16][C:12]=3[CH:11]=2)=[O:9])=[N:3]1, predict the reaction product. The product is: [CH3:1][N:2]1[CH:6]=[CH:5][C:4]([NH:7][C:8]([C:10]2[CH:21]=[C:20]([OH:22])[C:13]3[CH2:14][CH:15]([CH2:17][O:18][CH3:19])[O:16][C:12]=3[CH:11]=2)=[O:9])=[N:3]1. (4) Given the reactants Cl[CH2:2][CH2:3][CH2:4][C:5]([C:7]1[CH:12]=[CH:11][C:10]([F:13])=[CH:9][CH:8]=1)=[O:6].[NH:14]1[CH2:19][CH2:18][CH:17]([C:20]2[CH:21]=[C:22]([NH:26][C:27](=[O:30])[CH2:28][CH3:29])[CH:23]=[CH:24][CH:25]=2)[CH2:16][CH2:15]1, predict the reaction product. The product is: [F:13][C:10]1[CH:11]=[CH:12][C:7]([C:5](=[O:6])[CH2:4][CH2:3][CH2:2][N:14]2[CH2:19][CH2:18][CH:17]([C:20]3[CH:21]=[C:22]([NH:26][C:27](=[O:30])[CH2:28][CH3:29])[CH:23]=[CH:24][CH:25]=3)[CH2:16][CH2:15]2)=[CH:8][CH:9]=1. (5) Given the reactants [CH2:1]([O:3][C:4]([C:6]1[CH:10]=[C:9]([C:11]2[CH:16]=[CH:15][CH:14]=[CH:13][CH:12]=2)[N:8]([C:17]2[CH:22]=[CH:21][CH:20]=[C:19]([N+:23]([O-])=O)[CH:18]=2)[C:7]=1[CH3:26])=[O:5])[CH3:2].[BH4-].[Na+], predict the reaction product. The product is: [CH2:1]([O:3][C:4]([C:6]1[CH:10]=[C:9]([C:11]2[CH:16]=[CH:15][CH:14]=[CH:13][CH:12]=2)[N:8]([C:17]2[CH:22]=[CH:21][CH:20]=[C:19]([NH2:23])[CH:18]=2)[C:7]=1[CH3:26])=[O:5])[CH3:2]. (6) The product is: [CH3:1][O:2][C:3]1[CH:11]=[C:10]([N:12]2[CH:16]=[CH:15][CH:14]=[N:13]2)[CH:9]=[CH:8][C:4]=1[C:5]([Cl:19])=[O:6]. Given the reactants [CH3:1][O:2][C:3]1[CH:11]=[C:10]([N:12]2[CH:16]=[CH:15][CH:14]=[N:13]2)[CH:9]=[CH:8][C:4]=1[C:5](O)=[O:6].S(Cl)([Cl:19])=O.CN1CCCC1=O, predict the reaction product. (7) Given the reactants C(=O)([O-])[O-].[Na+].[Na+].[CH3:7][N:8]([CH3:27])[S:9]([C:12]1[CH:17]=[CH:16][C:15](B2OC(C)(C)C(C)(C)O2)=[CH:14][CH:13]=1)(=[O:11])=[O:10].Br[C:29]1[CH:30]=[N:31][C:32]([NH2:35])=[N:33][CH:34]=1.Cl[CH:37]([C:40]1([C:43]2[CH:44]=[C:45]3[C:50](=[CH:51][CH:52]=2)[N:49]=[CH:48][CH:47]=[CH:46]3)[CH2:42][CH2:41]1)[CH:38]=O, predict the reaction product. The product is: [CH3:27][N:8]([CH3:7])[S:9]([C:12]1[CH:13]=[CH:14][C:15]([C:29]2[CH:30]=[N:31][C:32]3[N:33]([C:37]([C:40]4([C:43]5[CH:44]=[C:45]6[C:50](=[CH:51][CH:52]=5)[N:49]=[CH:48][CH:47]=[CH:46]6)[CH2:42][CH2:41]4)=[CH:38][N:35]=3)[CH:34]=2)=[CH:16][CH:17]=1)(=[O:10])=[O:11]. (8) Given the reactants CCN(C(C)C)C(C)C.[NH:10]1[CH2:14][CH2:13][C@H:12]([OH:15])[CH2:11]1.[C:16]([C:20]1[N:28]=[C:27]2[C:23]([N:24]=[CH:25][N:26]2[CH2:29][C:30]2[N:34]([CH:35]([CH3:37])[CH3:36])[N:33]=[N:32][N:31]=2)=[C:22](Cl)[N:21]=1)([CH3:19])([CH3:18])[CH3:17].C(O)(=O)CC(CC(O)=O)(C(O)=O)O, predict the reaction product. The product is: [C:16]([C:20]1[N:28]=[C:27]2[C:23]([N:24]=[CH:25][N:26]2[CH2:29][C:30]2[N:34]([CH:35]([CH3:37])[CH3:36])[N:33]=[N:32][N:31]=2)=[C:22]([N:10]2[CH2:14][CH2:13][C@H:12]([OH:15])[CH2:11]2)[N:21]=1)([CH3:19])([CH3:17])[CH3:18].